This data is from NCI-60 drug combinations with 297,098 pairs across 59 cell lines. The task is: Regression. Given two drug SMILES strings and cell line genomic features, predict the synergy score measuring deviation from expected non-interaction effect. (1) Drug 1: CCCS(=O)(=O)NC1=C(C(=C(C=C1)F)C(=O)C2=CNC3=C2C=C(C=N3)C4=CC=C(C=C4)Cl)F. Drug 2: CC1OCC2C(O1)C(C(C(O2)OC3C4COC(=O)C4C(C5=CC6=C(C=C35)OCO6)C7=CC(=C(C(=C7)OC)O)OC)O)O. Cell line: NCI-H322M. Synergy scores: CSS=0.720, Synergy_ZIP=0.971, Synergy_Bliss=-0.933, Synergy_Loewe=-8.99, Synergy_HSA=-6.76. (2) Drug 1: C1=CC=C(C(=C1)C(C2=CC=C(C=C2)Cl)C(Cl)Cl)Cl. Drug 2: COC1=C2C(=CC3=C1OC=C3)C=CC(=O)O2. Cell line: SNB-75. Synergy scores: CSS=3.79, Synergy_ZIP=0.143, Synergy_Bliss=-0.268, Synergy_Loewe=0.368, Synergy_HSA=-0.00133. (3) Drug 1: CS(=O)(=O)CCNCC1=CC=C(O1)C2=CC3=C(C=C2)N=CN=C3NC4=CC(=C(C=C4)OCC5=CC(=CC=C5)F)Cl. Drug 2: C1CC(=O)NC(=O)C1N2C(=O)C3=CC=CC=C3C2=O. Cell line: SK-MEL-5. Synergy scores: CSS=-1.25, Synergy_ZIP=8.68, Synergy_Bliss=4.52, Synergy_Loewe=1.05, Synergy_HSA=-1.24. (4) Drug 1: CCCCC(=O)OCC(=O)C1(CC(C2=C(C1)C(=C3C(=C2O)C(=O)C4=C(C3=O)C=CC=C4OC)O)OC5CC(C(C(O5)C)O)NC(=O)C(F)(F)F)O. Drug 2: C1=NC2=C(N=C(N=C2N1C3C(C(C(O3)CO)O)F)Cl)N. Cell line: TK-10. Synergy scores: CSS=41.0, Synergy_ZIP=3.16, Synergy_Bliss=5.69, Synergy_Loewe=-1.34, Synergy_HSA=2.90. (5) Drug 2: C1=NC2=C(N1)C(=S)N=CN2. Synergy scores: CSS=34.7, Synergy_ZIP=-10.4, Synergy_Bliss=-1.15, Synergy_Loewe=-3.23, Synergy_HSA=-0.942. Cell line: OVCAR-5. Drug 1: C1=CC(=CC=C1C#N)C(C2=CC=C(C=C2)C#N)N3C=NC=N3. (6) Drug 1: COC1=NC(=NC2=C1N=CN2C3C(C(C(O3)CO)O)O)N. Drug 2: COC1=C2C(=CC3=C1OC=C3)C=CC(=O)O2. Cell line: OVCAR-5. Synergy scores: CSS=3.72, Synergy_ZIP=-0.0571, Synergy_Bliss=2.98, Synergy_Loewe=-1.23, Synergy_HSA=-1.19.